Predict the product of the given reaction. From a dataset of Forward reaction prediction with 1.9M reactions from USPTO patents (1976-2016). (1) Given the reactants [CH2:1]([O:3][C:4](OCC)(OCC)[CH2:5][CH3:6])[CH3:2].[C:13](#[N:17])[CH2:14][C:15]#[N:16].CC(O)=O, predict the reaction product. The product is: [CH2:1]([O:3][C:4](=[C:14]([C:13]#[N:17])[C:15]#[N:16])[CH2:5][CH3:6])[CH3:2]. (2) The product is: [CH2:34]([C:36]1[CH:41]=[CH:40][C:39]([CH3:42])=[CH:38][C:37]=1[NH:43][C:44]([NH:46][C:3]([NH:31][CH:26]1[CH2:25][C:24]2[C:28](=[CH:29][CH:30]=[C:22]([C:19]3[N:20]=[CH:21][N:17]([C:14]4[CH:15]=[CH:16][C:11]([O:10][C:9]([F:8])([F:32])[F:33])=[CH:12][CH:13]=4)[N:18]=3)[CH:23]=2)[CH2:27]1)=[O:5])=[S:45])[CH3:35]. Given the reactants FC(F)(F)[C:3]([OH:5])=O.[F:8][C:9]([F:33])([F:32])[O:10][C:11]1[CH:16]=[CH:15][C:14]([N:17]2[CH:21]=[N:20][C:19]([C:22]3[CH:23]=[C:24]4[C:28](=[CH:29][CH:30]=3)[CH2:27][CH:26]([NH2:31])[CH2:25]4)=[N:18]2)=[CH:13][CH:12]=1.[CH2:34]([C:36]1[CH:41]=[CH:40][C:39]([CH3:42])=[CH:38][C:37]=1[NH:43][C:44]([NH2:46])=[S:45])[CH3:35], predict the reaction product. (3) The product is: [Cl:6][C:7]1[N:12]=[CH:11][C:10]2[C:13]([N+:16]([O-:18])=[O:17])=[N:14][NH:15][C:9]=2[CH:8]=1. Given the reactants S(=O)(=O)(O)O.[Cl:6][C:7]1[N:12]=[CH:11][C:10]2[CH:13]=[N:14][NH:15][C:9]=2[CH:8]=1.[N+:16]([O-])([OH:18])=[O:17], predict the reaction product. (4) Given the reactants [CH3:1][O:2][C:3]1[CH:8]=[CH:7][C:6]([C:9]2[C:14]([CH3:15])=[C:13]([C:16]([F:19])([F:18])[F:17])[N:12]3[N:20]=[CH:21][C:22]([C:23]([OH:25])=O)=[C:11]3[N:10]=2)=[CH:5][CH:4]=1.CN(C(ON1N=NC2C=CC=NC1=2)=[N+](C)C)C.F[P-](F)(F)(F)(F)F.CCN(C(C)C)C(C)C.[CH3:59][C@H:60]1[NH:65][CH2:64][CH2:63][N:62]([C@@H:66]([C:68]2[CH:73]=[C:72]([F:74])[C:71]([F:75])=[C:70]([F:76])[CH:69]=2)[CH3:67])[CH2:61]1, predict the reaction product. The product is: [CH3:1][O:2][C:3]1[CH:8]=[CH:7][C:6]([C:9]2[C:14]([CH3:15])=[C:13]([C:16]([F:19])([F:17])[F:18])[N:12]3[N:20]=[CH:21][C:22]([C:23]([N:65]4[CH2:64][CH2:63][N:62]([C@@H:66]([C:68]5[CH:69]=[C:70]([F:76])[C:71]([F:75])=[C:72]([F:74])[CH:73]=5)[CH3:67])[CH2:61][C@H:60]4[CH3:59])=[O:25])=[C:11]3[N:10]=2)=[CH:5][CH:4]=1. (5) Given the reactants F[C:2]1[CH:7]=[CH:6][C:5]([N+:8]([O-:10])=[O:9])=[CH:4][CH:3]=1.[O:11]1[CH2:15][CH2:14][CH:13]([OH:16])[CH2:12]1.[H-].[Na+], predict the reaction product. The product is: [N+:8]([C:5]1[CH:6]=[CH:7][C:2]([O:16][CH:13]2[CH2:14][CH2:15][O:11][CH2:12]2)=[CH:3][CH:4]=1)([O-:10])=[O:9].